This data is from Forward reaction prediction with 1.9M reactions from USPTO patents (1976-2016). The task is: Predict the product of the given reaction. (1) Given the reactants C([O:8][C:9]1[C:14]([CH:15]([CH3:17])[CH3:16])=[C:13]([S:18]([C:21]2[CH:22]=[C:23]([CH:26]=[C:27]([CH3:29])[CH:28]=2)[C:24]#[N:25])(=[O:20])=[O:19])[C:12]([CH2:30][CH:31]2[CH2:33][CH2:32]2)=[C:11]([CH3:34])[N:10]=1)C1C=CC=CC=1, predict the reaction product. The product is: [CH:31]1([CH2:30][C:12]2[C:13]([S:18]([C:21]3[CH:22]=[C:23]([CH:26]=[C:27]([CH3:29])[CH:28]=3)[C:24]#[N:25])(=[O:19])=[O:20])=[C:14]([CH:15]([CH3:17])[CH3:16])[C:9](=[O:8])[NH:10][C:11]=2[CH3:34])[CH2:33][CH2:32]1. (2) Given the reactants [CH3:1][C:2]([C:11]1[S:12][C:13]([C:16]2[CH:21]=[C:20]([NH:22][C:23]3[N:28]=[C:27]([C:29]([F:32])([F:31])[F:30])[CH:26]=[CH:25][N:24]=3)[CH:19]=[C:18]([CH3:33])[CH:17]=2)=[CH:14][N:15]=1)([CH3:10])[C:3]([O:5]CCCC)=[O:4].Cl, predict the reaction product. The product is: [CH3:10][C:2]([C:11]1[S:12][C:13]([C:16]2[CH:21]=[C:20]([NH:22][C:23]3[N:28]=[C:27]([C:29]([F:31])([F:32])[F:30])[CH:26]=[CH:25][N:24]=3)[CH:19]=[C:18]([CH3:33])[CH:17]=2)=[CH:14][N:15]=1)([CH3:1])[C:3]([OH:5])=[O:4]. (3) Given the reactants [F:1][C:2]([F:29])([F:28])[C:3]([NH:5][C:6]1[CH:11]=[CH:10][C:9]([CH2:12][CH2:13][C:14](=[O:27])[C:15]2[CH:20]=[CH:19][C:18]([N:21]3[CH2:26][CH2:25][NH:24][CH2:23][CH2:22]3)=[CH:17][CH:16]=2)=[CH:8][CH:7]=1)=[O:4].[CH3:30][S:31](Cl)(=[O:33])=[O:32].C(N(CC)CC)C, predict the reaction product. The product is: [F:29][C:2]([F:28])([F:1])[C:3]([NH:5][C:6]1[CH:7]=[CH:8][C:9]([CH2:12][CH2:13][C:14]([C:15]2[CH:20]=[CH:19][C:18]([N:21]3[CH2:26][CH2:25][N:24]([S:31]([CH3:30])(=[O:33])=[O:32])[CH2:23][CH2:22]3)=[CH:17][CH:16]=2)=[O:27])=[CH:10][CH:11]=1)=[O:4]. (4) Given the reactants Cl[C:2]1[CH:7]=[CH:6][N:5]=[C:4]2[CH:8]=[C:9]([C:11]3[N:12]=[CH:13][N:14]([CH2:16][CH2:17][N:18]4[CH2:22][CH2:21][CH2:20][CH2:19]4)[CH:15]=3)[S:10][C:3]=12.[F:23][C:24]1[CH:47]=[C:46]([N+:48]([O-:50])=[O:49])[CH:45]=[CH:44][C:25]=1[O:26]C1C=CN=C2C=C(C3N=CN(C(C)C)C=3)SC=12, predict the reaction product. The product is: [F:23][C:24]1[CH:47]=[C:46]([N+:48]([O-:50])=[O:49])[CH:45]=[CH:44][C:25]=1[O:26][C:2]1[CH:7]=[CH:6][N:5]=[C:4]2[CH:8]=[C:9]([C:11]3[N:12]=[CH:13][N:14]([CH2:16][CH2:17][N:18]4[CH2:22][CH2:21][CH2:20][CH2:19]4)[CH:15]=3)[S:10][C:3]=12. (5) Given the reactants [Cl:1][C:2]1[CH:3]=[CH:4][C:5]2[C:11](=[O:12])[CH2:10][CH2:9][N:8]=[C:7]([C:13]3[C:18]([F:19])=[CH:17][CH:16]=[CH:15][C:14]=3[F:20])[C:6]=2[CH:21]=1.CO[CH:24](OC)[N:25]([CH3:27])[CH3:26], predict the reaction product. The product is: [Cl:1][C:2]1[CH:3]=[CH:4][C:5]2[C:11](=[O:12])[C:10](=[CH:24][N:25]([CH3:27])[CH3:26])[CH2:9][N:8]=[C:7]([C:13]3[C:18]([F:19])=[CH:17][CH:16]=[CH:15][C:14]=3[F:20])[C:6]=2[CH:21]=1. (6) Given the reactants [N:1]1[N:2]([C:10]2[CH:15]=[C:14]([CH3:16])[CH:13]=[CH:12][C:11]=2[OH:17])[N:3]=[C:4]2[CH:9]=[CH:8][CH:7]=[CH:6][C:5]=12.[OH-].[K+].Br[CH:21]([CH3:39])[C:22]([C:24]1[CH:29]=[C:28]([C:30]([CH3:33])([CH3:32])[CH3:31])[C:27]([OH:34])=[C:26]([C:35]([CH3:38])([CH3:37])[CH3:36])[CH:25]=1)=[O:23].Cl, predict the reaction product. The product is: [N:1]1[N:2]([C:10]2[CH:15]=[C:14]([CH3:16])[CH:13]=[CH:12][C:11]=2[O:17][CH:21]([CH3:39])[C:22]([C:24]2[CH:29]=[C:28]([C:30]([CH3:31])([CH3:33])[CH3:32])[C:27]([OH:34])=[C:26]([C:35]([CH3:38])([CH3:37])[CH3:36])[CH:25]=2)=[O:23])[N:3]=[C:4]2[CH:9]=[CH:8][CH:7]=[CH:6][C:5]=12. (7) Given the reactants [CH:1]1([C:4]2[C:13]3[C:8](=[CH:9][CH:10]=[CH:11][CH:12]=3)[CH:7]=[N:6][C:5]=2[NH2:14])[CH2:3][CH2:2]1.[CH2:15]([O:17][C:18](=[O:29])[C:19]1[CH:24]=[CH:23][C:22]([S:25](Cl)(=[O:27])=[O:26])=[CH:21][CH:20]=1)[CH3:16], predict the reaction product. The product is: [CH:1]1([C:4]2[C:13]3[C:8](=[CH:9][CH:10]=[CH:11][CH:12]=3)[CH:7]=[N:6][C:5]=2[NH:14][S:25]([C:22]2[CH:21]=[CH:20][C:19]([C:18]([O:17][CH2:15][CH3:16])=[O:29])=[CH:24][CH:23]=2)(=[O:27])=[O:26])[CH2:3][CH2:2]1.